This data is from Forward reaction prediction with 1.9M reactions from USPTO patents (1976-2016). The task is: Predict the product of the given reaction. (1) Given the reactants [NH2:1][CH:2]([C:11]1[C:16]([F:17])=[CH:15][CH:14]=[CH:13][C:12]=1[O:18][CH2:19][CH3:20])[CH2:3][CH:4]([CH3:10])[C:5]([O:7]CC)=O.[CH2:21]([O:24][C:25]1[CH:32]=[CH:31][C:28]([CH:29]=O)=[CH:27][CH:26]=1)[CH2:22][CH3:23], predict the reaction product. The product is: [CH2:19]([O:18][C:12]1[CH:13]=[CH:14][CH:15]=[C:16]([F:17])[C:11]=1[CH:2]1[N:1]([CH2:29][C:28]2[CH:31]=[CH:32][C:25]([O:24][CH2:21][CH2:22][CH3:23])=[CH:26][CH:27]=2)[C:5](=[O:7])[CH:4]([CH3:10])[CH2:3]1)[CH3:20]. (2) Given the reactants FC1C=CC(CC2C=C3C(C(O)=C(C(N)=O)[C:15](=[O:19])N3)=NC=2)=CC=1.O=C1C2C(=CC=CC=2)[C:27](=[O:34])[N:26]1[CH2:35][CH2:36][CH2:37][N:38]1[C:47]2[C:42](=[N:43][CH:44]=[C:45]([CH2:48][C:49]3[CH:54]=[CH:53][C:52]([F:55])=[CH:51][CH:50]=3)[CH:46]=2)[C:41]([OH:56])=[C:40]([C:57]([NH:59][CH2:60][CH2:61][O:62][CH2:63][CH3:64])=[O:58])[C:39]1=[O:65].NN.O, predict the reaction product. The product is: [CH2:63]([O:62][CH2:61][CH2:60][NH:59][C:57]([C:40]1[C:39](=[O:65])[N:38]([CH2:37][CH2:36][CH2:35][NH:26][C:27](=[O:34])[O:19][CH3:15])[C:47]2[C:42]([C:41]=1[OH:56])=[N:43][CH:44]=[C:45]([CH2:48][C:49]1[CH:54]=[CH:53][C:52]([F:55])=[CH:51][CH:50]=1)[CH:46]=2)=[O:58])[CH3:64]. (3) Given the reactants Br[C:2]1[C:23]([O:24][CH3:25])=[CH:22][C:5]2[C:6]([CH3:21])([CH3:20])[C:7]3[NH:8][C:9]4[C:14]([C:15]=3[C:16](=[O:17])[C:4]=2[CH:3]=1)=[CH:13][CH:12]=[C:11]([C:18]#[N:19])[CH:10]=4.[C:26]([O:30][C:31]([N:33]1[CH2:38][CH:37]=[C:36](B2OC(C)(C)C(C)(C)O2)[CH2:35][CH2:34]1)=[O:32])([CH3:29])([CH3:28])[CH3:27].C(=O)([O-])[O-].[Na+].[Na+].COCCOC, predict the reaction product. The product is: [C:26]([O:30][C:31]([N:33]1[CH2:34][CH:35]=[C:36]([C:2]2[C:23]([O:24][CH3:25])=[CH:22][C:5]3[C:6]([CH3:21])([CH3:20])[C:7]4[NH:8][C:9]5[C:14]([C:15]=4[C:16](=[O:17])[C:4]=3[CH:3]=2)=[CH:13][CH:12]=[C:11]([C:18]#[N:19])[CH:10]=5)[CH2:37][CH2:38]1)=[O:32])([CH3:29])([CH3:27])[CH3:28]. (4) Given the reactants [CH:1]1([C:4](Cl)=[O:5])[CH2:3][CH2:2]1.[Br:7][C:8]1[CH:13]=[CH:12][N:11]=[C:10]([NH:14][C:15](=[O:21])[O:16][C:17]([CH3:20])([CH3:19])[CH3:18])[CH:9]=1.CCN(CC)CC.O, predict the reaction product. The product is: [Br:7][C:8]1[CH:13]=[CH:12][N:11]=[C:10]([N:14]([C:4]([CH:1]2[CH2:3][CH2:2]2)=[O:5])[C:15](=[O:21])[O:16][C:17]([CH3:19])([CH3:18])[CH3:20])[CH:9]=1. (5) Given the reactants [CH3:1][N:2]1[CH:6]=[C:5]([NH:7][C:8]([C:10]2[CH:11]=[CH:12][C:13]3[CH:14]=[C:15]4[C:21](=[O:22])[NH:20][CH2:19][CH2:18][CH2:17][N:16]4[C:23]=3[N:24]=2)=[O:9])[N:4]=[C:3]1[C:25](O)=[O:26].[CH:28]1([NH2:33])[CH2:32][CH2:31][CH2:30][CH2:29]1.C1C=CC2N(O)N=NC=2C=1.C(N(CC)C(C)C)(C)C.Cl.C(N=C=NCCCN(C)C)C, predict the reaction product. The product is: [CH:28]1([NH:33][C:25]([C:3]2[N:2]([CH3:1])[CH:6]=[C:5]([NH:7][C:8]([C:10]3[CH:11]=[CH:12][C:13]4[CH:14]=[C:15]5[C:21](=[O:22])[NH:20][CH2:19][CH2:18][CH2:17][N:16]5[C:23]=4[N:24]=3)=[O:9])[N:4]=2)=[O:26])[CH2:32][CH2:31][CH2:30][CH2:29]1. (6) The product is: [N:37]1([CH2:2][CH2:3][O:4][C:5]2[CH:10]=[CH:9][C:8]([CH:11]3[CH2:16][CH2:15][N:14]([C:17]4[CH:18]=[CH:19][C:20]5[N:21]([C:23]([C:26]([F:29])([F:28])[F:27])=[N:24][N:25]=5)[N:22]=4)[CH2:13][CH2:12]3)=[CH:7][CH:6]=2)[CH:38]=[CH:39][CH:40]=[N:36]1. Given the reactants Br[CH2:2][CH2:3][O:4][C:5]1[CH:10]=[CH:9][C:8]([CH:11]2[CH2:16][CH2:15][N:14]([C:17]3[CH:18]=[CH:19][C:20]4[N:21]([C:23]([C:26]([F:29])([F:28])[F:27])=[N:24][N:25]=4)[N:22]=3)[CH2:13][CH2:12]2)=[CH:7][CH:6]=1.FC(F)(F)C1[N:36]2[N:37]=[C:38](N3CCC(C4C=CC(O)=CC=4)CC3)[CH:39]=[CH:40]C2=NN=1, predict the reaction product. (7) Given the reactants C(O)(C(F)(F)F)=O.C(OC([N:15]1[CH2:20][CH2:19][CH:18]([CH2:21][NH:22][C:23]2[C:28]([C:29]([O:31][CH3:32])=[O:30])=[CH:27][N:26]=[C:25]([NH:33][C:34]3[CH:39]=[N:38][C:37]([C:40]#[N:41])=[CH:36][N:35]=3)[CH:24]=2)[CH2:17][CH2:16]1)=O)(C)(C)C, predict the reaction product. The product is: [C:40]([C:37]1[N:38]=[CH:39][C:34]([NH:33][C:25]2[CH:24]=[C:23]([NH:22][CH2:21][CH:18]3[CH2:17][CH2:16][NH:15][CH2:20][CH2:19]3)[C:28]([C:29]([O:31][CH3:32])=[O:30])=[CH:27][N:26]=2)=[N:35][CH:36]=1)#[N:41]. (8) Given the reactants [NH:1]1[C:9]2[C:4](=[CH:5][C:6](C(OC)=O)=[CH:7][CH:8]=2)[CH:3]=[CH:2]1.[Cl-].C([Al+]CC)C.[C:20](Cl)(=[O:22])[CH3:21].[C:28]([OH:30])(=[O:29])[CH2:26][C:26]([CH2:26][C:28]([OH:30])=[O:29])([C:28]([OH:30])=[O:29])O, predict the reaction product. The product is: [C:20]([C:3]1[C:4]2[C:9](=[CH:8][CH:7]=[CH:6][CH:5]=2)[N:1]([CH2:26][C:28]([OH:30])=[O:29])[CH:2]=1)(=[O:22])[CH3:21]. (9) Given the reactants [C:1]([C:4]1[CH:12]=[CH:11][CH:10]=[C:9]2[C:5]=1[C:6]([F:15])([F:14])[C:7](=[O:13])[NH:8]2)(=[O:3])[CH3:2].[F:16]C1(F)C2C(C=O)=C(F)C=CC=2NC1=O, predict the reaction product. The product is: [F:14][C:6]1([F:15])[C:5]2[C:9](=[CH:10][CH:11]=[C:12]([F:16])[C:4]=2[CH:1]([OH:3])[CH3:2])[NH:8][C:7]1=[O:13]. (10) Given the reactants Cl.[CH:2]1([CH2:5][O:6][C:7]2[CH:12]=[C:11]([O:13][CH3:14])[C:10]([F:15])=[CH:9][C:8]=2[C:16]2[CH:21]=[CH:20][N:19]=[C:18]3[C:22]([C:26]([NH:28][CH:29]4[CH2:34][CH2:33][NH:32][CH2:31][CH2:30]4)=[O:27])=[C:23]([CH3:25])[NH:24][C:17]=23)[CH2:4][CH2:3]1.[C:35](Cl)(=[O:37])[CH3:36], predict the reaction product. The product is: [C:35]([N:32]1[CH2:31][CH2:30][CH:29]([NH:28][C:26]([C:22]2[C:18]3=[N:19][CH:20]=[CH:21][C:16]([C:8]4[CH:9]=[C:10]([F:15])[C:11]([O:13][CH3:14])=[CH:12][C:7]=4[O:6][CH2:5][CH:2]4[CH2:4][CH2:3]4)=[C:17]3[NH:24][C:23]=2[CH3:25])=[O:27])[CH2:34][CH2:33]1)(=[O:37])[CH3:36].